Predict which catalyst facilitates the given reaction. From a dataset of Catalyst prediction with 721,799 reactions and 888 catalyst types from USPTO. (1) Reactant: [N+:1]([C:4]1[CH:5]=[C:6]([CH:23]=[CH:24][CH:25]=1)[CH2:7][C:8]1[C:16]2[C:11](=[N:12][CH:13]=[C:14]([C:17]3[CH:18]=[N:19][CH:20]=[CH:21][CH:22]=3)[CH:15]=2)[NH:10][CH:9]=1)([O-:3])=[O:2].[H-].[Na+].[C:28]1([CH3:38])[CH:33]=[CH:32][C:31]([S:34](Cl)(=[O:36])=[O:35])=[CH:30][CH:29]=1.O. Product: [N+:1]([C:4]1[CH:5]=[C:6]([CH:23]=[CH:24][CH:25]=1)[CH2:7][C:8]1[C:16]2[C:11](=[N:12][CH:13]=[C:14]([C:17]3[CH:18]=[N:19][CH:20]=[CH:21][CH:22]=3)[CH:15]=2)[N:10]([S:34]([C:31]2[CH:32]=[CH:33][C:28]([CH3:38])=[CH:29][CH:30]=2)(=[O:36])=[O:35])[CH:9]=1)([O-:3])=[O:2]. The catalyst class is: 9. (2) Reactant: [C:1]([O:5][C:6](=[O:29])[C:7]([O:10]/[N:11]=[C:12](/[C:16]1[N:17]=[C:18]([NH:21][C:22]([O:24][C:25]([CH3:28])([CH3:27])[CH3:26])=[O:23])[S:19][CH:20]=1)\[C:13](O)=[O:14])([CH3:9])[CH3:8])([CH3:4])([CH3:3])[CH3:2].CCN(C(C)C)C(C)C.CN(C(ON1N=NC2C=CC=NC1=2)=[N+](C)C)C.F[P-](F)(F)(F)(F)F.[NH2:63][C@H:64]1[C@@H:67]([CH2:68][N:69]2[C:73]([CH3:74])=[N:72][N:71]=[N:70]2)[NH:66][C:65]1=[O:75]. Product: [C:25]([O:24][C:22]([NH:21][C:18]1[S:19][CH:20]=[C:16](/[C:12](=[N:11]/[O:10][C:7]([CH3:9])([CH3:8])[C:6]([O:5][C:1]([CH3:4])([CH3:3])[CH3:2])=[O:29])/[C:13]([NH:63][C@@H:64]2[C:65](=[O:75])[NH:66][C@@H:67]2[CH2:68][N:69]2[C:73]([CH3:74])=[N:72][N:71]=[N:70]2)=[O:14])[N:17]=1)=[O:23])([CH3:28])([CH3:27])[CH3:26]. The catalyst class is: 59. (3) Reactant: C([O:8][C:9]1[CH:21]=[CH:20][C:12]2[CH:13]=[C:14]([C:16]([O:18][CH3:19])=[O:17])[O:15][C:11]=2[CH:10]=1)C1C=CC=CC=1. Product: [OH:8][C:9]1[CH:21]=[CH:20][C:12]2[CH:13]=[C:14]([C:16]([O:18][CH3:19])=[O:17])[O:15][C:11]=2[CH:10]=1. The catalyst class is: 19. (4) Reactant: [OH-].[Li+].C[O:4][C:5]([CH:7]1[CH2:12][CH2:11][CH:10]([C:13]2[NH:17][C:16](=[O:18])[O:15][N:14]=2)[CH2:9][CH2:8]1)=[O:6]. Product: [O:18]=[C:16]1[O:15][N:14]=[C:13]([CH:10]2[CH2:9][CH2:8][CH:7]([C:5]([OH:6])=[O:4])[CH2:12][CH2:11]2)[NH:17]1. The catalyst class is: 1. (5) Reactant: [C:1]([O:5][C:6]([NH:8][C@@H:9]([CH2:13][C:14]1[CH:19]=[CH:18][C:17]([O:20][CH3:21])=[CH:16][CH:15]=1)[C:10]([OH:12])=O)=[O:7])([CH3:4])([CH3:3])[CH3:2].[NH2:22][C@@H:23]([CH2:30][C:31]1[CH2:35][CH2:34][CH2:33][CH:32]=1)[C:24]([C@@:26]1([CH3:29])[CH2:28][O:27]1)=[O:25].CN(C(ON1N=NC2C=CC=NC1=2)=[N+](C)C)C.F[P-](F)(F)(F)(F)F.CCN(C(C)C)C(C)C. Product: [C:31]1([CH2:30][C@H:23]([NH:22][C:10](=[O:12])[C@@H:9]([NH:8][C:6](=[O:7])[O:5][C:1]([CH3:2])([CH3:3])[CH3:4])[CH2:13][C:14]2[CH:19]=[CH:18][C:17]([O:20][CH3:21])=[CH:16][CH:15]=2)[C:24]([C@@:26]2([CH3:29])[CH2:28][O:27]2)=[O:25])[CH2:35][CH2:34][CH2:33][CH:32]=1. The catalyst class is: 3. (6) Reactant: Cl.[CH:2]12[NH:8][CH:5]([CH2:6][CH2:7]1)[CH2:4][CH2:3]2.F[C:10]1[CH:15]=[CH:14][C:13]([N+:16]([O-:18])=[O:17])=[C:12]([C:19]([F:22])([F:21])[F:20])[CH:11]=1.C(N(CC)CC)C. Product: [N+:16]([C:13]1[CH:14]=[CH:15][C:10]([N:8]2[CH:5]3[CH2:6][CH2:7][CH:2]2[CH2:3][CH2:4]3)=[CH:11][C:12]=1[C:19]([F:20])([F:21])[F:22])([O-:18])=[O:17]. The catalyst class is: 10. (7) Reactant: [C:1]([C:3]1[CH:4]=[C:5]([CH:10]=[C:11]([OH:13])[CH:12]=1)[C:6]([O:8][CH3:9])=[O:7])#[N:2].CC1C=CC(S(O[CH2:25][C:26]([F:29])([F:28])[F:27])(=O)=O)=CC=1.C(=O)([O-])[O-].[Cs+].[Cs+]. Product: [C:1]([C:3]1[CH:4]=[C:5]([CH:10]=[C:11]([O:13][CH2:25][C:26]([F:29])([F:28])[F:27])[CH:12]=1)[C:6]([O:8][CH3:9])=[O:7])#[N:2]. The catalyst class is: 3. (8) Reactant: [Cl:1][C:2]1[CH:3]=[C:4]([C:9]2(O)[CH2:13][CH2:12][N:11]([C:14]([O:16][C:17]([CH3:20])([CH3:19])[CH3:18])=[O:15])[CH2:10]2)[CH:5]=[C:6]([Cl:8])[CH:7]=1.C(N(S(F)(F)[F:28])CC)C.C(=O)([O-])[O-].[Na+].[Na+]. Product: [Cl:1][C:2]1[CH:3]=[C:4]([C:9]2([F:28])[CH2:13][CH2:12][N:11]([C:14]([O:16][C:17]([CH3:20])([CH3:19])[CH3:18])=[O:15])[CH2:10]2)[CH:5]=[C:6]([Cl:8])[CH:7]=1. The catalyst class is: 4.